Dataset: Forward reaction prediction with 1.9M reactions from USPTO patents (1976-2016). Task: Predict the product of the given reaction. (1) Given the reactants C([SiH](CC)CC)C.O[C:9]1([C:29]2[C:30]([OH:40])=[CH:31][C:32]3[O:37][CH2:36][CH2:35][N:34]([CH3:38])[C:33]=3[CH:39]=2)[C:17]2[C:12](=[CH:13][CH:14]=[CH:15][CH:16]=2)[N:11]([CH2:18][C:19]2[O:20][C:21]([C:24]([F:27])([F:26])[F:25])=[CH:22][CH:23]=2)[C:10]1=[O:28].[F:41][C:42]([F:47])([F:46])[C:43]([OH:45])=[O:44], predict the reaction product. The product is: [F:41][C:42]([F:47])([F:46])[C:43]([OH:45])=[O:44].[OH:40][C:30]1[C:29]([CH:9]2[C:17]3[C:12](=[CH:13][CH:14]=[CH:15][CH:16]=3)[N:11]([CH2:18][C:19]3[O:20][C:21]([C:24]([F:27])([F:26])[F:25])=[CH:22][CH:23]=3)[C:10]2=[O:28])=[CH:39][C:33]2[N:34]([CH3:38])[CH2:35][CH2:36][O:37][C:32]=2[CH:31]=1. (2) Given the reactants C(O[C:6]([N:8]1[CH2:12][C:11](=[N:13][O:14][CH3:15])[CH2:10][C@H:9]1[C:16]([OH:18])=O)=[O:7])(C)(C)C.[CH3:19][C:20]1[CH:25]=[CH:24][CH:23]=[CH:22][C:21]=1[C:26]1[CH:31]=[CH:30][C:29](C(O)=O)=[CH:28][CH:27]=1.[NH2:35][CH2:36][C:37]([NH2:39])=[O:38], predict the reaction product. The product is: [NH2:39][C:37](=[O:38])[CH2:36][NH:35][C:16]([C@@H:9]1[CH2:10][C:11](=[N:13][O:14][CH3:15])[CH2:12][N:8]1[C:6]([C:29]1[CH:28]=[CH:27][C:26]([C:21]2[CH:22]=[CH:23][CH:24]=[CH:25][C:20]=2[CH3:19])=[CH:31][CH:30]=1)=[O:7])=[O:18]. (3) Given the reactants [F:1][C:2]([F:9])([F:8])[C:3]1[CH:4]=[N:5][NH:6][CH:7]=1.[H-].[Na+].F[C:13]1[CH:18]=[CH:17][CH:16]=[C:15]([O:19][C:20]2[CH:21]=[C:22]([C:25]([F:28])([F:27])[F:26])[S:23][CH:24]=2)[N:14]=1.O, predict the reaction product. The product is: [F:1][C:2]([F:9])([F:8])[C:3]1[CH:4]=[N:5][N:6]([C:13]2[CH:18]=[CH:17][CH:16]=[C:15]([O:19][C:20]3[CH:21]=[C:22]([C:25]([F:26])([F:27])[F:28])[S:23][CH:24]=3)[N:14]=2)[CH:7]=1. (4) Given the reactants Cl[C:2]1[C:7]2[N:8]=[C:9]([CH2:19][O:20][CH2:21][CH3:22])[N:10]([NH:11][CH2:12][C:13]3[CH:14]=[N:15][CH:16]=[CH:17][CH:18]=3)[C:6]=2[C:5]([CH3:23])=[C:4]([CH3:24])[N:3]=1.[CH3:25][O:26][C:27]1[CH:34]=[CH:33][C:30]([CH2:31][NH2:32])=[CH:29][CH:28]=1.Cl.N1C=CC=CC=1, predict the reaction product. The product is: [CH2:21]([O:20][CH2:19][C:9]1[N:10]([NH:11][CH2:12][C:13]2[CH:14]=[N:15][CH:16]=[CH:17][CH:18]=2)[C:6]2[C:5]([CH3:23])=[C:4]([CH3:24])[N:3]=[C:2]([NH:32][CH2:31][C:30]3[CH:33]=[CH:34][C:27]([O:26][CH3:25])=[CH:28][CH:29]=3)[C:7]=2[N:8]=1)[CH3:22]. (5) Given the reactants C([O:4][C:5]1[CH:12]=[CH:11][C:8]([CH:9]=[CH2:10])=[CH:7][CH:6]=1)(=O)C.[OH-].[Na+].Cl, predict the reaction product. The product is: [CH:9]([C:8]1[CH:11]=[CH:12][C:5]([OH:4])=[CH:6][CH:7]=1)=[CH2:10]. (6) Given the reactants [H-].[Na+].[CH3:3][N:4]([CH3:14])[CH2:5][CH2:6][C@@H:7]([C:9]1[S:10][CH:11]=[CH:12][CH:13]=1)[OH:8].F[C:16]1[C:25]2[C:20](=[CH:21][CH:22]=[CH:23][CH:24]=2)[CH:19]=[CH:18][CH:17]=1.[C:26]([OH:31])(=[O:30])[C:27]([OH:29])=[O:28], predict the reaction product. The product is: [C:26]([OH:31])(=[O:30])[C:27]([OH:29])=[O:28].[CH3:14][N:4]([CH3:3])[CH2:5][CH2:6][C@H:7]([O:8][C:24]1[C:25]2[C:20](=[CH:19][CH:18]=[CH:17][CH:16]=2)[CH:21]=[CH:22][CH:23]=1)[C:9]1[S:10][CH:11]=[CH:12][CH:13]=1.